This data is from Reaction yield outcomes from USPTO patents with 853,638 reactions. The task is: Predict the reaction yield, written as a fraction of the theoretical maximum amount of product (1.0 means a 100% yield; for example, 0.34 means a 34% yield). (1) The reactants are [Br:1][C:2]1[C:3](F)=[C:4]2[C:10]([NH:11][C:12](=[O:15])[CH2:13][OH:14])=[CH:9][NH:8][C:5]2=[N:6][CH:7]=1.[NH:17]1[CH2:22][CH2:21][CH2:20][C@@H:19]([NH:23][C:24](=[O:30])[O:25][C:26]([CH3:29])([CH3:28])[CH3:27])[CH2:18]1.CCN(C(C)C)C(C)C.CC#N.O. The catalyst is CCCCO. The product is [Br:1][C:2]1[C:3]([N:17]2[CH2:22][CH2:21][CH2:20][C@@H:19]([NH:23][C:24](=[O:30])[O:25][C:26]([CH3:28])([CH3:27])[CH3:29])[CH2:18]2)=[C:4]2[C:10]([NH:11][C:12](=[O:15])[CH2:13][OH:14])=[CH:9][NH:8][C:5]2=[N:6][CH:7]=1. The yield is 0.680. (2) The reactants are [Si:1]([O:8][CH2:9][CH2:10][C:11](=[CH2:22])[CH2:12][O:13]C(=O)C1C=CC=CC=1)([C:4]([CH3:7])([CH3:6])[CH3:5])([CH3:3])[CH3:2].[Si](OCC(=C)CCOC(=O)C1C=CC=CC=1)(C(C)(C)C)(C)C.[OH-].[Na+]. The catalyst is CO.C(OCC)(=O)C.C([O-])(O)=O.[Na+]. The product is [Si:1]([O:8][CH2:9][CH2:10][C:11](=[CH2:22])[CH2:12][OH:13])([C:4]([CH3:7])([CH3:6])[CH3:5])([CH3:2])[CH3:3]. The yield is 0.580. (3) The reactants are O[C:2]1([CH2:13][C:14]([N:16]([CH3:18])[CH3:17])=[O:15])[C:10]2[C:5](=[CH:6][CH:7]=[C:8]([I:11])[CH:9]=2)[NH:4][C:3]1=O.B(F)(F)F.CCOCC. The catalyst is COCCOC. The product is [I:11][C:8]1[CH:9]=[C:10]2[C:5](=[CH:6][CH:7]=1)[NH:4][CH:3]=[C:2]2[CH2:13][C:14]([N:16]([CH3:17])[CH3:18])=[O:15]. The yield is 0.750.